The task is: Predict the reaction yield, written as a fraction of the theoretical maximum amount of product (1.0 means a 100% yield; for example, 0.34 means a 34% yield).. This data is from Reaction yield outcomes from USPTO patents with 853,638 reactions. (1) The reactants are ClC(C1C(CC2CC2)=C(C(OC)=O)C(C(F)F)=NC=1C(F)(F)F)=O.[CH:25]1([CH2:28][C:29]2[C:34]([C:35]#[N:36])=[C:33]([C:37]([F:40])([F:39])[F:38])[N:32]=[C:31]([CH:41]([F:43])[F:42])[C:30]=2[C:44]([O:46][CH3:47])=[O:45])[CH2:27][CH2:26]1.C(NCC)C.[SH2:53]. The catalyst is CN(C=O)C. The product is [NH2:36][C:35](=[S:53])[C:34]1[C:29]([CH2:28][CH:25]2[CH2:27][CH2:26]2)=[C:30]([C:44]([O:46][CH3:47])=[O:45])[C:31]([CH:41]([F:43])[F:42])=[N:32][C:33]=1[C:37]([F:40])([F:38])[F:39]. The yield is 0.800. (2) The reactants are [CH2:1]([O:3][C:4]1[C:12]([O:13][CH3:14])=[CH:11][CH:10]=[CH:9][C:5]=1[CH2:6]CN)[CH3:2].[CH3:15][NH:16]CC1C=CC2C(=CC=CC=2)C=1CCC.[ClH:31].[N:32]1([CH2:38][CH2:39][CH2:40][N:41]2[CH2:46][C:45]3[CH:47]=[C:48](/[CH:51]=[CH:52]/[C:53]([OH:55])=O)[CH:49]=[N:50][C:44]=3[NH:43][C:42]2=[O:56])[CH2:37][CH2:36][O:35][CH2:34][CH2:33]1. No catalyst specified. The product is [ClH:31].[CH2:1]([O:3][C:4]1[C:12]([O:13][CH3:14])=[CH:11][CH:10]=[CH:9][C:5]=1[CH2:6][N:16]([CH3:15])[C:53](=[O:55])/[CH:52]=[CH:51]/[C:48]1[CH:49]=[N:50][C:44]2[NH:43][C:42](=[O:56])[N:41]([CH2:40][CH2:39][CH2:38][N:32]3[CH2:37][CH2:36][O:35][CH2:34][CH2:33]3)[CH2:46][C:45]=2[CH:47]=1)[CH3:2]. The yield is 0.620.